Dataset: Reaction yield outcomes from USPTO patents with 853,638 reactions. Task: Predict the reaction yield, written as a fraction of the theoretical maximum amount of product (1.0 means a 100% yield; for example, 0.34 means a 34% yield). The reactants are [C:1]([O:4][C@H:5]1[CH2:22][CH2:21][C@@:20]2([CH3:23])[C@@H:7]([CH2:8][CH2:9][C@:10]3([CH3:34])[C@@H:19]2[CH2:18][CH2:17][C@H:16]2[C@@:11]3([CH3:33])[CH2:12][CH2:13][C@@:14]3([C:30]([OH:32])=[O:31])[CH2:26][CH2:25][C@@H:24]([C:27]([CH3:29])=[CH2:28])[C@@H:15]32)[C:6]1([CH3:36])[CH3:35])(=[O:3])[CH3:2]. The catalyst is C(OCC)(=O)C.[Pd]. The product is [C:1]([O:4][C@H:5]1[CH2:22][CH2:21][C@@:20]2([CH3:23])[C@@H:7]([CH2:8][CH2:9][C@:10]3([CH3:34])[C@@H:19]2[CH2:18][CH2:17][C@H:16]2[C@@:11]3([CH3:33])[CH2:12][CH2:13][C@@:14]3([C:30]([OH:32])=[O:31])[CH2:26][CH2:25][C@@H:24]([CH:27]([CH3:28])[CH3:29])[C@@H:15]32)[C:6]1([CH3:36])[CH3:35])(=[O:3])[CH3:2]. The yield is 0.896.